This data is from TCR-epitope binding with 47,182 pairs between 192 epitopes and 23,139 TCRs. The task is: Binary Classification. Given a T-cell receptor sequence (or CDR3 region) and an epitope sequence, predict whether binding occurs between them. (1) The epitope is EHPTFTSQYRIQGKL. The TCR CDR3 sequence is CASTLGQTLTGELFF. Result: 0 (the TCR does not bind to the epitope). (2) The epitope is TLIGDCATV. The TCR CDR3 sequence is CASSPSGGVEQFF. Result: 1 (the TCR binds to the epitope). (3) The epitope is RISNCVADY. The TCR CDR3 sequence is CASSQEGGGGGQPQHF. Result: 0 (the TCR does not bind to the epitope). (4) The epitope is WICLLQFAY. The TCR CDR3 sequence is CATLFGGPYNEQFF. Result: 1 (the TCR binds to the epitope). (5) The TCR CDR3 sequence is CSVPGAGRYNEQFF. Result: 0 (the TCR does not bind to the epitope). The epitope is FTYASALWEI.